This data is from Reaction yield outcomes from USPTO patents with 853,638 reactions. The task is: Predict the reaction yield, written as a fraction of the theoretical maximum amount of product (1.0 means a 100% yield; for example, 0.34 means a 34% yield). (1) The reactants are Br[C:2]1[S:3][CH:4]=[C:5]([CH2:7][O:8][N:9]=[C:10]([N:17]2[C:21]([CH3:22])=[N:20][N:19]=[N:18]2)[C:11]2[CH:16]=[CH:15][CH:14]=[CH:13][CH:12]=2)[N:6]=1.N#N.[CH:25]1([C:28]#[CH:29])[CH2:27][CH2:26]1.C(N(CC)CC)C. The catalyst is C1COCC1.CCOC(C)=O.[Cu](I)I.C1C=CC([P]([Pd]([P](C2C=CC=CC=2)(C2C=CC=CC=2)C2C=CC=CC=2)([P](C2C=CC=CC=2)(C2C=CC=CC=2)C2C=CC=CC=2)[P](C2C=CC=CC=2)(C2C=CC=CC=2)C2C=CC=CC=2)(C2C=CC=CC=2)C2C=CC=CC=2)=CC=1. The product is [CH:25]1([C:28]#[C:29][C:2]2[S:3][CH:4]=[C:5]([CH2:7][O:8][N:9]=[C:10]([N:17]3[C:21]([CH3:22])=[N:20][N:19]=[N:18]3)[C:11]3[CH:16]=[CH:15][CH:14]=[CH:13][CH:12]=3)[N:6]=2)[CH2:27][CH2:26]1. The yield is 0.560. (2) The reactants are [N+:1]([C:4]1[C:13]2[C:8](=[CH:9][CH:10]=[CH:11][CH:12]=2)[C:7]([OH:14])=[CH:6][CH:5]=1)([O-:3])=[O:2].Cl.Cl[CH2:17][CH2:18][N:19]1[CH2:24][CH2:23][O:22][CH2:21][CH2:20]1.[OH-].[Na+].C([O-])([O-])=O.[K+].[K+]. The catalyst is O.CN1CCCC1=O. The product is [N+:1]([C:4]1[C:13]2[C:8](=[CH:9][CH:10]=[CH:11][CH:12]=2)[C:7]([O:14][CH2:17][CH2:18][N:19]2[CH2:24][CH2:23][O:22][CH2:21][CH2:20]2)=[CH:6][CH:5]=1)([O-:3])=[O:2]. The yield is 0.926. (3) The reactants are [NH2:1][C:2]1[S:3][CH:4]=[CH:5][N:6]=1.C(N(CC)C(C)C)(C)C.[CH:16]([C:18]1[CH:26]=[CH:25][C:21]([C:22](Cl)=[O:23])=[CH:20][CH:19]=1)=[O:17]. The catalyst is CN(C)C1C=CN=CC=1. The product is [CH:16]([C:18]1[CH:26]=[CH:25][C:21]([C:22]([NH:1][C:2]2[S:3][CH:4]=[CH:5][N:6]=2)=[O:23])=[CH:20][CH:19]=1)=[O:17]. The yield is 0.550.